This data is from Peptide-MHC class I binding affinity with 185,985 pairs from IEDB/IMGT. The task is: Regression. Given a peptide amino acid sequence and an MHC pseudo amino acid sequence, predict their binding affinity value. This is MHC class I binding data. (1) The binding affinity (normalized) is 0.159. The peptide sequence is HASPTLFNA. The MHC is HLA-A02:01 with pseudo-sequence HLA-A02:01. (2) The peptide sequence is FSAESRKLLL. The MHC is Mamu-A01 with pseudo-sequence Mamu-A01. The binding affinity (normalized) is 0.829. (3) The peptide sequence is ETACLGKAYA. The MHC is HLA-A68:02 with pseudo-sequence HLA-A68:02. The binding affinity (normalized) is 0.881. (4) The peptide sequence is LALGMMVLK. The MHC is HLA-A11:01 with pseudo-sequence HLA-A11:01. The binding affinity (normalized) is 0.760.